Dataset: Reaction yield outcomes from USPTO patents with 853,638 reactions. Task: Predict the reaction yield, written as a fraction of the theoretical maximum amount of product (1.0 means a 100% yield; for example, 0.34 means a 34% yield). (1) The reactants are [OH-].[Li+].[CH3:3][C:4]([CH3:41])([CH3:40])[C@@H:5]([C:36]([O:38]C)=[O:37])[NH:6][C:7]([C:9]1[CH:14]=[CH:13][C:12]([C:15]2[CH:20]=[CH:19][C:18]([O:21][CH3:22])=[CH:17][CH:16]=2)=[CH:11][C:10]=1[NH:23][C:24]([NH:26][C:27]1[C:32]([CH3:33])=[CH:31][C:30]([CH3:34])=[CH:29][C:28]=1[CH3:35])=[O:25])=[O:8].CO.O. The yield is 1.00. The catalyst is C1COCC1. The product is [CH3:3][C:4]([CH3:41])([CH3:40])[C@@H:5]([C:36]([OH:38])=[O:37])[NH:6][C:7]([C:9]1[CH:14]=[CH:13][C:12]([C:15]2[CH:20]=[CH:19][C:18]([O:21][CH3:22])=[CH:17][CH:16]=2)=[CH:11][C:10]=1[NH:23][C:24]([NH:26][C:27]1[C:28]([CH3:35])=[CH:29][C:30]([CH3:34])=[CH:31][C:32]=1[CH3:33])=[O:25])=[O:8]. (2) The reactants are C([O:4][C@@H:5]1[C@@H:10]([O:11]C(=O)C)[C@@H:9]([O:15]C(=O)C)[C@@H:8]([CH2:19][O:20]C(=O)C)[O:7][C@H:6]1[N:24]=[N+:25]=[N-:26])(=O)C.C[O-].[Na+]. The catalyst is CO. The product is [C@@H:6]1([N:24]=[N+:25]=[N-:26])[O:7][C@H:8]([CH2:19][OH:20])[C@H:9]([OH:15])[C@H:10]([OH:11])[C@H:5]1[OH:4]. The yield is 0.990.